Dataset: Reaction yield outcomes from USPTO patents with 853,638 reactions. Task: Predict the reaction yield, written as a fraction of the theoretical maximum amount of product (1.0 means a 100% yield; for example, 0.34 means a 34% yield). (1) The reactants are O.OO.[O:4]1CCCC1.[F:9][C:10]1[C:15]([CH3:16])=[CH:14][C:13](B(O)O)=[CH:12][N:11]=1. The catalyst is O. The product is [F:9][C:10]1[N:11]=[CH:12][C:13]([OH:4])=[CH:14][C:15]=1[CH3:16]. The yield is 0.960. (2) The reactants are C(O[C:4]([C:6]1[S:7][C:8](C2C=CC(Cl)=CC=2)=[C:9]([C:11]2[CH:16]=[CH:15][C:14]([Cl:17])=[CH:13][CH:12]=2)[N:10]=1)=[O:5])C.[CH:25]1([NH2:31])[CH2:30][CH2:29][CH2:28][CH2:27][CH2:26]1. No catalyst specified. The product is [CH:25]1([NH:31][C:4]([C:6]2[S:7][CH:8]=[C:9]([C:11]3[CH:12]=[CH:13][C:14]([Cl:17])=[CH:15][CH:16]=3)[N:10]=2)=[O:5])[CH2:30][CH2:29][CH2:28][CH2:27][CH2:26]1. The yield is 0.930. (3) The reactants are [Cl:1][C:2]1[CH:7]=[CH:6][C:5]([N:8]2[CH2:13][CH2:12][N:11]([C:14]3[CH:15]=[C:16]([CH:20]4[C:29]([CH3:31])([CH3:30])[CH2:28][C:27]5[C:22](=[CH:23][CH:24]=[C:25]([C:32](O)=[O:33])[CH:26]=5)[NH:21]4)[CH:17]=[CH:18][CH:19]=3)[CH2:10][CH2:9]2)=[CH:4][CH:3]=1.[CH3:35][S:36]([NH2:39])(=[O:38])=[O:37]. The catalyst is CN(C)C1C=CN=CC=1.ClCCl. The product is [Cl:1][C:2]1[CH:7]=[CH:6][C:5]([N:8]2[CH2:9][CH2:10][N:11]([C:14]3[CH:15]=[C:16]([CH:20]4[C:29]([CH3:30])([CH3:31])[CH2:28][C:27]5[C:22](=[CH:23][CH:24]=[C:25]([C:32]([NH:39][S:36]([CH3:35])(=[O:38])=[O:37])=[O:33])[CH:26]=5)[NH:21]4)[CH:17]=[CH:18][CH:19]=3)[CH2:12][CH2:13]2)=[CH:4][CH:3]=1. The yield is 0.260.